Dataset: Peptide-MHC class I binding affinity with 185,985 pairs from IEDB/IMGT. Task: Regression. Given a peptide amino acid sequence and an MHC pseudo amino acid sequence, predict their binding affinity value. This is MHC class I binding data. (1) The binding affinity (normalized) is 0.0847. The peptide sequence is WQQWDRQSL. The MHC is HLA-A03:01 with pseudo-sequence HLA-A03:01. (2) The peptide sequence is CEMNHVNSMH. The MHC is HLA-A11:01 with pseudo-sequence HLA-A11:01. The binding affinity (normalized) is 0. (3) The peptide sequence is VTTEVAFGL. The MHC is HLA-A26:01 with pseudo-sequence HLA-A26:01. The binding affinity (normalized) is 0.0847.